Dataset: Catalyst prediction with 721,799 reactions and 888 catalyst types from USPTO. Task: Predict which catalyst facilitates the given reaction. Reactant: Cl[C:2]1[N:3]=[C:4]([NH:21][CH:22]2[CH2:27][CH2:26][CH2:25][N:24](C(OC(C)(C)C)=O)[CH2:23]2)[C:5]2[CH:10]=[CH:9][N:8]([S:11]([C:14]3[CH:20]=[CH:19][C:17]([CH3:18])=[CH:16][CH:15]=3)(=[O:13])=[O:12])[C:6]=2[N:7]=1.[NH2:35][C:36]1[CH:44]=[CH:43][C:39]([C:40]([NH2:42])=[O:41])=[CH:38][CH:37]=1.C[Si](Cl)(C)C. The catalyst class is: 51. Product: [NH:24]1[CH2:25][CH2:26][CH2:27][CH:22]([NH:21][C:4]2[C:5]3[CH:10]=[CH:9][N:8]([S:11]([C:14]4[CH:20]=[CH:19][C:17]([CH3:18])=[CH:16][CH:15]=4)(=[O:13])=[O:12])[C:6]=3[N:7]=[C:2]([NH:35][C:36]3[CH:44]=[CH:43][C:39]([C:40]([NH2:42])=[O:41])=[CH:38][CH:37]=3)[N:3]=2)[CH2:23]1.